Dataset: Catalyst prediction with 721,799 reactions and 888 catalyst types from USPTO. Task: Predict which catalyst facilitates the given reaction. (1) Reactant: [CH:1]12[CH2:10][CH:5]3[CH2:6][CH:7]([CH2:9][CH:3]([CH2:4]3)[CH:2]1[NH:11][C:12](=[O:29])[CH2:13][N:14]1[S:19](=[O:21])(=[O:20])[N:18](C(OC(C)(C)C)=O)[CH2:17][CH2:16][CH2:15]1)[CH2:8]2.[ClH:30]. Product: [ClH:30].[CH:1]12[CH2:10][CH:5]3[CH2:6][CH:7]([CH2:9][CH:3]([CH2:4]3)[CH:2]1[NH:11][C:12](=[O:29])[CH2:13][N:14]1[CH2:15][CH2:16][CH2:17][NH:18][S:19]1(=[O:21])=[O:20])[CH2:8]2. The catalyst class is: 135. (2) Reactant: [C:1]1([C:7]2([OH:14])[CH2:13][CH2:12][CH2:11][CH2:10][CH2:9][CH2:8]2)[CH:6]=[CH:5][CH:4]=[CH:3][CH:2]=1.[H-].[Na+].I[CH3:18]. Product: [CH3:18][O:14][C:7]1([C:1]2[CH:6]=[CH:5][CH:4]=[CH:3][CH:2]=2)[CH2:13][CH2:12][CH2:11][CH2:10][CH2:9][CH2:8]1. The catalyst class is: 7. (3) Reactant: F[C:2]1[CH:17]=[CH:16][C:5]([C:6]([O:8][CH2:9][C:10]2[CH:15]=[CH:14][CH:13]=[CH:12][CH:11]=2)=[O:7])=[C:4]([C:18]([F:21])([F:20])[F:19])[CH:3]=1.CS(CCO)(=O)=[O:24].CC(C)([O-])C.[K+].Cl. Product: [OH:24][C:2]1[CH:17]=[CH:16][C:5]([C:6]([O:8][CH2:9][C:10]2[CH:15]=[CH:14][CH:13]=[CH:12][CH:11]=2)=[O:7])=[C:4]([C:18]([F:21])([F:20])[F:19])[CH:3]=1. The catalyst class is: 136. (4) Reactant: [Cl:1][C:2]1[CH:3]=[CH:4][C:5]2[N:11]3[C:12]([CH2:15][CH:16]([CH3:18])[CH3:17])=[CH:13][CH:14]=[C:10]3[C@@H:9]([CH2:19][CH2:20][N:21]3[C:25]([CH2:26][C:27]([O:29]CC)=[O:28])=[N:24][N:23]=[N:22]3)[O:8][C@H:7]([C:32]3[CH:37]=[CH:36][CH:35]=[C:34]([O:38][CH3:39])[C:33]=3[O:40][CH3:41])[C:6]=2[CH:42]=1.C(O)C.C(=O)([O-])[O-].[K+].[K+].Cl. Product: [Cl:1][C:2]1[CH:3]=[CH:4][C:5]2[N:11]3[C:12]([CH2:15][CH:16]([CH3:18])[CH3:17])=[CH:13][CH:14]=[C:10]3[C@@H:9]([CH2:19][CH2:20][N:21]3[C:25]([CH2:26][C:27]([OH:29])=[O:28])=[N:24][N:23]=[N:22]3)[O:8][C@H:7]([C:32]3[CH:37]=[CH:36][CH:35]=[C:34]([O:38][CH3:39])[C:33]=3[O:40][CH3:41])[C:6]=2[CH:42]=1. The catalyst class is: 7. (5) Reactant: C(=O)(O)[O-].[Na+].[OH:6][C:7]1[CH:16]=[C:15]([CH:17]([CH3:21])[C:18]([OH:20])=[O:19])[CH:14]=[C:13]2[C:8]=1[C@@H:9]1[CH2:27][C:26]([CH3:28])=[CH:25][CH2:24][C@H:10]1[C:11]([CH3:23])([CH3:22])[O:12]2.Br[CH2:30][CH2:31][CH2:32][CH3:33]. Product: [OH:6][C:7]1[CH:16]=[C:15]([CH:17]([CH3:21])[C:18]([O:20][CH2:30][CH2:31][CH2:32][CH3:33])=[O:19])[CH:14]=[C:13]2[C:8]=1[C@@H:9]1[CH2:27][C:26]([CH3:28])=[CH:25][CH2:24][C@H:10]1[C:11]([CH3:23])([CH3:22])[O:12]2. The catalyst class is: 3. (6) Reactant: [CH2:1]([O:8][C:9]([NH:11][C:12](=[CH:17]N(C)C)[C:13]([O:15][CH3:16])=[O:14])=[O:10])[C:2]1[CH:7]=[CH:6][CH:5]=[CH:4][CH:3]=1.[C:21]1([NH:27][C:28]2[CH:33]=[CH:32][CH:31]=[CH:30][CH:29]=2)[CH:26]=[CH:25][CH:24]=[CH:23][CH:22]=1.Cl. Product: [CH2:1]([O:8][C:9]([NH:11][C:12](=[CH:17][N:27]([C:21]1[CH:22]=[CH:23][CH:24]=[CH:25][CH:26]=1)[C:28]1[CH:29]=[CH:30][CH:31]=[CH:32][CH:33]=1)[C:13]([O:15][CH3:16])=[O:14])=[O:10])[C:2]1[CH:3]=[CH:4][CH:5]=[CH:6][CH:7]=1. The catalyst class is: 32. (7) Product: [CH3:26][C:25]1[O:24][C:23]([C:27]2[CH:28]=[CH:29][CH:30]=[CH:31][CH:32]=2)=[N:22][C:21]=1[CH2:20][O:19][C:16]1[CH:17]=[CH:18][C:13]([O:12][CH2:11][C:10]2[O:9][C:8]([C:33]3[CH:34]=[CH:35][CH:36]=[CH:37][CH:38]=3)=[N:7][C:6]=2[CH2:5][OH:4])=[CH:14][CH:15]=1. The catalyst class is: 6. Reactant: COC[O:4][CH2:5][C:6]1[N:7]=[C:8]([C:33]2[CH:38]=[CH:37][CH:36]=[CH:35][CH:34]=2)[O:9][C:10]=1[CH2:11][O:12][C:13]1[CH:18]=[CH:17][C:16]([O:19][CH2:20][C:21]2[N:22]=[C:23]([C:27]3[CH:32]=[CH:31][CH:30]=[CH:29][CH:28]=3)[O:24][C:25]=2[CH3:26])=[CH:15][CH:14]=1.Cl.O1CCCC1. (8) Reactant: [F:1][C:2]([C:5]1[CH:20]=[CH:19][C:8]([C:9](OCC2C=CC=CC=2)=[O:10])=[CH:7][N:6]=1)([F:4])[CH3:3].[H-].[H-].[H-].[H-].[Li+].[Al+3]. Product: [F:4][C:2]([C:5]1[N:6]=[CH:7][C:8]([CH2:9][OH:10])=[CH:19][CH:20]=1)([F:1])[CH3:3]. The catalyst class is: 1.